Dataset: Catalyst prediction with 721,799 reactions and 888 catalyst types from USPTO. Task: Predict which catalyst facilitates the given reaction. (1) Reactant: C(OC([N:8]1[C:16]2[C:11](=[CH:12][CH:13]=[CH:14][CH:15]=2)[C:10]([CH2:17][CH:18]2[C:27]3[N:23]([C:24]([C:28]4[CH:33]=[CH:32][CH:31]=[CH:30][CH:29]=4)=[N:25][N:26]=3)[C:22]3[CH:34]=[C:35]([F:39])[C:36]([F:38])=[CH:37][C:21]=3[N:20]([CH2:40][C:41](=[O:53])[N:42]([CH2:46][C:47]3[CH:52]=[CH:51][CH:50]=[CH:49][CH:48]=3)[CH:43]([CH3:45])[CH3:44])[C:19]2=[O:54])=[N:9]1)=O)(C)(C)C.Cl. Product: [CH2:46]([N:42]([CH:43]([CH3:45])[CH3:44])[C:41](=[O:53])[CH2:40][N:20]1[C:19](=[O:54])[CH:18]([CH2:17][C:10]2[C:11]3[C:16](=[CH:15][CH:14]=[CH:13][CH:12]=3)[NH:8][N:9]=2)[C:27]2[N:23]([C:24]([C:28]3[CH:29]=[CH:30][CH:31]=[CH:32][CH:33]=3)=[N:25][N:26]=2)[C:22]2[CH:34]=[C:35]([F:39])[C:36]([F:38])=[CH:37][C:21]1=2)[C:47]1[CH:52]=[CH:51][CH:50]=[CH:49][CH:48]=1. The catalyst class is: 12. (2) Reactant: [CH:1]1([NH:4][C:5](=[O:38])[C:6]2[CH:11]=[CH:10][C:9]([C:12]3[N:16]4[N:17]=[C:18]([C:28](=[O:36])[C:29]5[CH:34]=[CH:33][CH:32]=[C:31]([F:35])[CH:30]=5)[CH:19]=[C:20]([NH:21][CH2:22][CH2:23][C:24]([F:27])([F:26])[F:25])[C:15]4=[N:14][CH:13]=3)=[CH:8][C:7]=2[CH3:37])[CH2:3][CH2:2]1.[BH4-].[Na+].O. Product: [CH:1]1([NH:4][C:5](=[O:38])[C:6]2[CH:11]=[CH:10][C:9]([C:12]3[N:16]4[N:17]=[C:18]([CH:28]([C:29]5[CH:34]=[CH:33][CH:32]=[C:31]([F:35])[CH:30]=5)[OH:36])[CH:19]=[C:20]([NH:21][CH2:22][CH2:23][C:24]([F:26])([F:27])[F:25])[C:15]4=[N:14][CH:13]=3)=[CH:8][C:7]=2[CH3:37])[CH2:3][CH2:2]1. The catalyst class is: 4. (3) Reactant: [CH2:1]([NH:4][C:5]([C:7]1=[CH:8][C:9]2[CH:25]=[CH:24][C:23]([C:26]3[CH:31]=[CH:30][C:29]([C:32]([N:34]4[CH2:38][CH2:37][CH2:36][CH2:35]4)=[O:33])=[CH:28][CH:27]=3)=[CH:22][C:10]=2[N:11]=[C:12]([NH:14]C(=O)OC(C)(C)C)[CH2:13]1)=[O:6])[CH2:2][CH3:3].FC(F)(F)C(O)=O.C([O-])(O)=O.[Na+]. Product: [NH2:14][C:12]1[CH2:13][C:7]([C:5]([NH:4][CH2:1][CH2:2][CH3:3])=[O:6])=[CH:8][C:9]2[CH:25]=[CH:24][C:23]([C:26]3[CH:31]=[CH:30][C:29]([C:32]([N:34]4[CH2:38][CH2:37][CH2:36][CH2:35]4)=[O:33])=[CH:28][CH:27]=3)=[CH:22][C:10]=2[N:11]=1. The catalyst class is: 2. (4) The catalyst class is: 9. Product: [Br:1][C:2]1[CH:7]=[CH:6][CH:5]=[CH:4][C:3]=1/[CH:8]=[CH:9]/[C:10]([O:12][CH3:13])=[O:11]. Reactant: [Br:1][C:2]1[CH:7]=[CH:6][CH:5]=[CH:4][C:3]=1/[CH:8]=[CH:9]/[C:10]([OH:12])=[O:11].[C:13]([O-])([O-])=O.[K+].[K+].IC.O. (5) Reactant: [CH3:1][C:2]1[CH:11]=[CH:10][C:9]2[C:4](=[CH:5][CH:6]=[CH:7][C:8]=2[N:12]2[CH2:17][CH2:16][N:15]([CH2:18][CH2:19][C:20]3[CH:21]=[C:22]([CH:24]=[CH:25][CH:26]=3)[NH2:23])[CH2:14][CH2:13]2)[N:3]=1.C(N(CC)CC)C.[CH3:34][S:35](Cl)(=[O:37])=[O:36]. Product: [CH3:1][C:2]1[CH:11]=[CH:10][C:9]2[C:4](=[CH:5][CH:6]=[CH:7][C:8]=2[N:12]2[CH2:13][CH2:14][N:15]([CH2:18][CH2:19][C:20]3[CH:21]=[C:22]([N:23]([S:35]([CH3:34])(=[O:37])=[O:36])[S:35]([CH3:34])(=[O:37])=[O:36])[CH:24]=[CH:25][CH:26]=3)[CH2:16][CH2:17]2)[N:3]=1. The catalyst class is: 2. (6) Reactant: [N:1]1[CH:6]=[CH:5][CH:4]=[C:3]([CH2:7][NH:8][C:9]([C:11]2[CH:15]=[C:14]([NH:16][C:17](=[O:27])[C:18]3[CH:23]=[C:22]([F:24])[C:21]([F:25])=[CH:20][C:19]=3[Cl:26])[NH:13][N:12]=2)=[O:10])[CH:2]=1.Cl.C(OCC)(=O)C. Product: [ClH:26].[N:1]1[CH:6]=[CH:5][CH:4]=[C:3]([CH2:7][NH:8][C:9]([C:11]2[CH:15]=[C:14]([NH:16][C:17](=[O:27])[C:18]3[CH:23]=[C:22]([F:24])[C:21]([F:25])=[CH:20][C:19]=3[Cl:26])[NH:13][N:12]=2)=[O:10])[CH:2]=1. The catalyst class is: 5.